The task is: Predict the product of the given reaction.. This data is from Forward reaction prediction with 1.9M reactions from USPTO patents (1976-2016). (1) Given the reactants [O:1]1[C:5]2[CH:6]=[CH:7][CH:8]=[CH:9][C:4]=2[CH:3]=[CH:2]1.[Li]C(C)(C)C.[I:15]I, predict the reaction product. The product is: [I:15][C:2]1[O:1][C:5]2[CH:6]=[CH:7][CH:8]=[CH:9][C:4]=2[CH:3]=1. (2) Given the reactants [Br:1][C:2]1[CH:9]=[C:8]([Cl:10])[CH:7]=[C:6]([F:11])[C:3]=1[CH:4]=O.[NH2:12][OH:13].O, predict the reaction product. The product is: [Br:1][C:2]1[CH:9]=[C:8]([Cl:10])[CH:7]=[C:6]([F:11])[C:3]=1[CH:4]=[N:12][OH:13]. (3) Given the reactants [CH3:1][C:2]([CH3:14])([CH3:13])[C:3]([NH:5][CH2:6][CH2:7][C:8]1[S:9][CH:10]=[CH:11][CH:12]=1)=[O:4].[H-].[Na+].I[CH3:18], predict the reaction product. The product is: [CH3:18][N:5]([CH2:6][CH2:7][C:8]1[S:9][CH:10]=[CH:11][CH:12]=1)[C:3](=[O:4])[C:2]([CH3:14])([CH3:13])[CH3:1]. (4) Given the reactants [N+:1]([C:4]1[CH:9]=[CH:8][CH:7]=[CH:6][C:5]=1[CH2:10][C:11]([OH:13])=[O:12])([O-:3])=[O:2].[CH3:14]O, predict the reaction product. The product is: [CH3:14][O:12][C:11](=[O:13])[CH2:10][C:5]1[CH:6]=[CH:7][CH:8]=[CH:9][C:4]=1[N+:1]([O-:3])=[O:2].